This data is from Catalyst prediction with 721,799 reactions and 888 catalyst types from USPTO. The task is: Predict which catalyst facilitates the given reaction. (1) Reactant: [F:1][C:2]([F:30])([F:29])[C:3]1[CH:8]=[CH:7][CH:6]=[CH:5][C:4]=1[C:9]1[CH:10]=[C:11]2[C:16](=[CH:17][CH:18]=1)[N:15]=[CH:14][CH:13]=[C:12]2[S:19][C:20]1([C:24]([O:26]CC)=[O:25])[CH2:23][CH2:22][CH2:21]1.O.[OH-].[Li+].Cl.ClCCl. Product: [F:29][C:2]([F:1])([F:30])[C:3]1[CH:8]=[CH:7][CH:6]=[CH:5][C:4]=1[C:9]1[CH:10]=[C:11]2[C:16](=[CH:17][CH:18]=1)[N:15]=[CH:14][CH:13]=[C:12]2[S:19][C:20]1([C:24]([OH:26])=[O:25])[CH2:21][CH2:22][CH2:23]1. The catalyst class is: 193. (2) Product: [C:1]([C:5]1[CH:9]=[C:8]([NH:10][C:11]([NH:13][CH2:14][C:15]2[CH:20]=[C:19]([F:21])[CH:18]=[CH:17][C:16]=2[CH2:22][O:23][C:24]2[CH:29]=[C:28]([CH3:30])[N:27]([CH2:31][C:32]3[CH:37]=[CH:36][CH:35]=[C:34]([O:38][CH3:39])[CH:33]=3)[C:26](=[O:40])[CH:25]=2)=[O:12])[N:7]([C:41]2[CH:46]=[CH:45][CH:44]=[C:43]([O:47][CH2:48][CH2:49][OH:50])[CH:42]=2)[N:6]=1)([CH3:2])([CH3:3])[CH3:4]. Reactant: [C:1]([C:5]1[CH:9]=[C:8]([NH:10][C:11]([NH:13][CH2:14][C:15]2[CH:20]=[C:19]([F:21])[CH:18]=[CH:17][C:16]=2[CH2:22][O:23][C:24]2[CH:29]=[C:28]([CH3:30])[N:27]([CH2:31][C:32]3[CH:37]=[CH:36][CH:35]=[C:34]([O:38][CH3:39])[CH:33]=3)[C:26](=[O:40])[CH:25]=2)=[O:12])[N:7]([C:41]2[CH:46]=[CH:45][CH:44]=[C:43]([O:47][CH2:48][CH2:49][O:50]C3CCCCO3)[CH:42]=2)[N:6]=1)([CH3:4])([CH3:3])[CH3:2].O.C1(C)C=CC(S(O)(=O)=O)=CC=1. The catalyst class is: 125.